The task is: Predict the product of the given reaction.. This data is from Forward reaction prediction with 1.9M reactions from USPTO patents (1976-2016). (1) Given the reactants [F:1][C:2]1[CH:3]=[C:4]([N:9]=[C:10]=[O:11])[CH:5]=[CH:6][C:7]=1[F:8].[O:12]1[CH2:17][CH2:16][N:15]([CH2:18][CH2:19][CH2:20][O:21][C:22]2[CH:23]=[C:24]([CH:26]=[CH:27][CH:28]=2)[NH2:25])[CH2:14][CH2:13]1, predict the reaction product. The product is: [F:1][C:2]1[CH:3]=[C:4]([NH:9][C:10]([NH:25][C:24]2[CH:26]=[CH:27][CH:28]=[C:22]([O:21][CH2:20][CH2:19][CH2:18][N:15]3[CH2:14][CH2:13][O:12][CH2:17][CH2:16]3)[CH:23]=2)=[O:11])[CH:5]=[CH:6][C:7]=1[F:8]. (2) Given the reactants CS(C1C=CC(N2CCCC2)=C(C=1)C(O)=O)(=O)=O.Cl[C:20]1[CH:28]=[CH:27][C:26]([S:29](=[O:33])(=[O:32])[NH:30][CH3:31])=[CH:25][C:21]=1[C:22]([OH:24])=[O:23].[NH:34]1[CH2:39][CH2:38][O:37][CH2:36][CH2:35]1, predict the reaction product. The product is: [CH3:31][NH:30][S:29]([C:26]1[CH:27]=[CH:28][C:20]([N:34]2[CH2:39][CH2:38][O:37][CH2:36][CH2:35]2)=[C:21]([CH:25]=1)[C:22]([OH:24])=[O:23])(=[O:33])=[O:32]. (3) Given the reactants [OH:1][C:2]1[CH:3]=[C:4](/[CH:8]=[CH:9]/[C:10]([OH:12])=[O:11])[CH:5]=[CH:6][CH:7]=1.S(=O)(=O)(O)O.O.[CH3:19]O, predict the reaction product. The product is: [OH:1][C:2]1[CH:3]=[C:4](/[CH:8]=[CH:9]/[C:10]([O:12][CH3:19])=[O:11])[CH:5]=[CH:6][CH:7]=1. (4) Given the reactants Br[C:2]1[CH:7]=[CH:6][CH:5]=[C:4]([Br:8])[N:3]=1.[C:9]([O:13][C:14](=[O:22])[NH:15][CH:16]1[CH2:21][CH2:20][NH:19][CH2:18][CH2:17]1)([CH3:12])([CH3:11])[CH3:10], predict the reaction product. The product is: [C:9]([O:13][C:14](=[O:22])[NH:15][CH:16]1[CH2:21][CH2:20][N:19]([C:2]2[CH:7]=[CH:6][CH:5]=[C:4]([Br:8])[N:3]=2)[CH2:18][CH2:17]1)([CH3:12])([CH3:10])[CH3:11].